This data is from Catalyst prediction with 721,799 reactions and 888 catalyst types from USPTO. The task is: Predict which catalyst facilitates the given reaction. (1) Reactant: [NH2:1][C:2]1[CH:7]=[CH:6][C:5]([CH2:8][C@H:9]([NH:13][C:14]([O:16][C:17]([CH3:20])([CH3:19])[CH3:18])=[O:15])[C:10]([OH:12])=O)=[CH:4][CH:3]=1.Cl.[NH2:22][CH2:23][CH:24]1[CH2:29][CH2:28][CH:27]([C:30]([O:32][CH3:33])=[O:31])[CH2:26][CH2:25]1.Cl.CN(C)CCCN=C=NCC.O.ON1C2C=CC=CC=2N=N1.C(N(CC)CC)C. Product: [NH2:1][C:2]1[CH:3]=[CH:4][C:5]([CH2:8][C@H:9]([NH:13][C:14]([O:16][C:17]([CH3:20])([CH3:19])[CH3:18])=[O:15])[C:10]([NH:22][CH2:23][CH:24]2[CH2:25][CH2:26][CH:27]([C:30]([O:32][CH3:33])=[O:31])[CH2:28][CH2:29]2)=[O:12])=[CH:6][CH:7]=1. The catalyst class is: 35. (2) Reactant: [Cl:1][C:2]1[N:7]=[CH:6][C:5]([CH2:8]O)=[CH:4][CH:3]=1.CS(Cl)(=O)=O.Cl.P([O-])([O-])(O)=O.[Na+].[Na+].[CH2:23]([N:25](CC)CC)C. Product: [Cl:1][C:2]1[N:7]=[CH:6][C:5]([CH2:8][C:23]#[N:25])=[CH:4][CH:3]=1. The catalyst class is: 4. (3) Reactant: [CH2:1]([C:5]1([CH2:36][CH3:37])[CH2:11][S:10](=[O:13])(=[O:12])[C:9]2[CH:14]=[CH:15][C:16]([N:18]([CH3:20])[CH3:19])=[CH:17][C:8]=2[CH:7]([C:21]2[CH:22]=[C:23]([NH:27][C:28](=[O:34])[CH2:29][CH2:30][CH2:31][CH2:32]Br)[CH:24]=[CH:25][CH:26]=2)[CH:6]1[OH:35])[CH2:2][CH2:3][CH3:4].[NH2:38][CH2:39][C:40]1[CH:45]=[CH:44][C:43]([N:46]2[CH:49]([C:50]3[CH:55]=[CH:54][C:53]([O:56][CH3:57])=[CH:52][CH:51]=3)[CH:48]([CH2:58][CH2:59][CH:60]([OH:67])[C:61]3[CH:66]=[CH:65][CH:64]=[CH:63][CH:62]=3)[C:47]2=[O:68])=[CH:42][CH:41]=1. Product: [CH2:1]([C:5]1([CH2:36][CH3:37])[CH2:11][S:10](=[O:13])(=[O:12])[C:9]2[CH:14]=[CH:15][C:16]([N:18]([CH3:20])[CH3:19])=[CH:17][C:8]=2[CH:7]([C:21]2[CH:22]=[C:23]([NH:27][C:28](=[O:34])[CH2:29][CH2:30][CH2:31][CH2:32][NH:38][CH2:39][C:40]3[CH:45]=[CH:44][C:43]([N:46]4[C:47](=[O:68])[CH:48]([CH2:58][CH2:59][CH:60]([OH:67])[C:61]5[CH:66]=[CH:65][CH:64]=[CH:63][CH:62]=5)[CH:49]4[C:50]4[CH:51]=[CH:52][C:53]([O:56][CH3:57])=[CH:54][CH:55]=4)=[CH:42][CH:41]=3)[CH:24]=[CH:25][CH:26]=2)[CH:6]1[OH:35])[CH2:2][CH2:3][CH3:4]. The catalyst class is: 9. (4) Reactant: Cl[C:2]1[N:7]=[CH:6][NH:5][C:4]2=[N:8][CH:9]=[CH:10][C:3]=12.C(N(CC)C(C)C)(C)C.[NH2:20][C@@H:21]1[C:29]2[C:24](=[CH:25][CH:26]=[CH:27][CH:28]=2)[CH2:23][CH2:22]1. Product: [C@@H:21]1([NH:20][C:2]2[C:3]3[CH:10]=[CH:9][NH:8][C:4]=3[N:5]=[CH:6][N:7]=2)[C:29]2[C:24](=[CH:25][CH:26]=[CH:27][CH:28]=2)[CH2:23][CH2:22]1. The catalyst class is: 51. (5) Reactant: [C:1]([C:3]1[CH:8]=[CH:7][C:6]([CH:9]2[C:18]3[C:17](=[O:19])[NH:16][C:15]([CH3:20])=[CH:14][C:13]=3[NH:12][C:11]([CH3:21])=[C:10]2[C:22]([O:24][CH2:25][CH2:26][C:27]#[N:28])=[O:23])=[C:5]([O:29][CH3:30])[CH:4]=1)#[N:2].C(OCC)(OCC)O[CH2:33][CH3:34]. Product: [C:1]([C:3]1[CH:8]=[CH:7][C:6]([CH:9]2[C:18]3[C:13](=[CH:14][C:15]([CH3:20])=[N:16][C:17]=3[O:19][CH2:33][CH3:34])[NH:12][C:11]([CH3:21])=[C:10]2[C:22]([O:24][CH2:25][CH2:26][C:27]#[N:28])=[O:23])=[C:5]([O:29][CH3:30])[CH:4]=1)#[N:2]. The catalyst class is: 65.